Dataset: Full USPTO retrosynthesis dataset with 1.9M reactions from patents (1976-2016). Task: Predict the reactants needed to synthesize the given product. (1) Given the product [C:24]([O:23][C:21]([N:19]([CH2:18][C:17]1[NH:16][C:15]2[CH:14]=[CH:13][CH:12]=[C:7]([C:8]([O:10][CH3:11])=[O:9])[C:6]=2[N:5]=1)[CH3:20])=[O:22])([CH3:27])([CH3:26])[CH3:25], predict the reactants needed to synthesize it. The reactants are: C(O)(=O)C.[NH2:5][C:6]1[C:15]([NH:16][C:17](=O)[CH2:18][N:19]([C:21]([O:23][C:24]([CH3:27])([CH3:26])[CH3:25])=[O:22])[CH3:20])=[CH:14][CH:13]=[CH:12][C:7]=1[C:8]([O:10][CH3:11])=[O:9]. (2) Given the product [CH3:20][O:19][C:3]1[CH:4]=[C:5]([C:10]([CH3:18])([CH2:11][CH2:12][CH2:13][CH2:14][CH2:15][CH3:16])[CH3:17])[CH:6]=[C:7]([O:8][CH3:9])[C:2]=1[B:26]([OH:29])[OH:27], predict the reactants needed to synthesize it. The reactants are: Br[C:2]1[C:7]([O:8][CH3:9])=[CH:6][C:5]([C:10]([CH3:18])([CH3:17])[CH2:11][CH2:12][CH2:13][CH2:14][CH2:15][CH3:16])=[CH:4][C:3]=1[O:19][CH3:20].[Li]CCCC.[B:26](OC)([O:29]C)[O:27]C.Cl. (3) Given the product [NH2:1][C:2]1[CH:3]=[C:4]([CH:8]([OH:13])[C:9]([F:10])([F:11])[F:12])[CH:5]=[CH:6][CH:7]=1, predict the reactants needed to synthesize it. The reactants are: [NH2:1][C:2]1[CH:3]=[C:4]([C:8](=[O:13])[C:9]([F:12])([F:11])[F:10])[CH:5]=[CH:6][CH:7]=1.[H][H]. (4) Given the product [S:17]1[CH:18]=[CH:19][C:15]([N:7]2[CH2:11][CH2:10][C@H:9]([CH2:12][OH:13])[CH2:8]2)=[CH:16]1, predict the reactants needed to synthesize it. The reactants are: C(=O)([O-])[O-].[Cs+].[Cs+].[NH:7]1[CH2:11][CH2:10][C@H:9]([CH2:12][OH:13])[CH2:8]1.I[C:15]1[CH:19]=[CH:18][S:17][CH:16]=1.CC(C)C(C1CCCCC1=O)=O.